Dataset: Forward reaction prediction with 1.9M reactions from USPTO patents (1976-2016). Task: Predict the product of the given reaction. (1) Given the reactants [Cl:1][C:2]1[N:7]=[C:6](Cl)[C:5]([O:9][CH3:10])=[C:4]([Cl:11])[N:3]=1.[NH3:12].O, predict the reaction product. The product is: [Cl:1][C:2]1[N:7]=[C:6]([NH2:12])[C:5]([O:9][CH3:10])=[C:4]([Cl:11])[N:3]=1. (2) Given the reactants [C:1]([O:5][C:6]([N:8]1[CH2:13][CH2:12][CH:11]([NH2:14])[CH2:10][CH2:9]1)=[O:7])([CH3:4])([CH3:3])[CH3:2].[CH2:15]([O:22][C:23]([N:25]1[CH2:29][CH2:28][CH:27]([C:30](O)=[O:31])[CH2:26]1)=[O:24])[C:16]1[CH:21]=[CH:20][CH:19]=[CH:18][CH:17]=1.Cl.CN(C)CCCN=C=NCC, predict the reaction product. The product is: [C:1]([O:5][C:6]([N:8]1[CH2:13][CH2:12][CH:11]([NH:14][C:30]([CH:27]2[CH2:28][CH2:29][N:25]([C:23]([O:22][CH2:15][C:16]3[CH:21]=[CH:20][CH:19]=[CH:18][CH:17]=3)=[O:24])[CH2:26]2)=[O:31])[CH2:10][CH2:9]1)=[O:7])([CH3:4])([CH3:2])[CH3:3]. (3) Given the reactants [F:1][C:2]1[CH:3]=[CH:4][C:5]([C:8]2[C:12]([CH2:13][O:14][C:15]3[CH:16]=[CH:17][C:18]([C:21]([OH:23])=O)=[N:19][CH:20]=3)=[C:11]([CH3:24])[O:10][N:9]=2)=[N:6][CH:7]=1.[NH2:25][C:26]([CH3:30])([CH3:29])[CH2:27][OH:28], predict the reaction product. The product is: [OH:28][CH2:27][C:26]([NH:25][C:21]([C:18]1[CH:17]=[CH:16][C:15]([O:14][CH2:13][C:12]2[C:8]([C:5]3[CH:4]=[CH:3][C:2]([F:1])=[CH:7][N:6]=3)=[N:9][O:10][C:11]=2[CH3:24])=[CH:20][N:19]=1)=[O:23])([CH3:30])[CH3:29]. (4) Given the reactants [Cl:1][C:2]1[CH:8]=[CH:7][CH:6]=[CH:5][C:3]=1N.N([O-])=O.[Na+].[CH:13]([CH:15]=[CH2:16])=[O:14].[O-2].[Ca+2].[ClH:19], predict the reaction product. The product is: [Cl:19][CH:15]([CH2:16][C:3]1[CH:5]=[CH:6][CH:7]=[CH:8][C:2]=1[Cl:1])[CH:13]=[O:14].